Dataset: KCNQ2 potassium channel screen with 302,405 compounds. Task: Binary Classification. Given a drug SMILES string, predict its activity (active/inactive) in a high-throughput screening assay against a specified biological target. (1) The drug is S(=O)(=O)(N1CC(CCC1)C(=O)Nc1sc2c(n1)ccc(OC)c2)c1sccc1. The result is 0 (inactive). (2) The compound is S(=O)(=O)(N1CC(N(CCc2cc(OC)c(OC)cc2)C)CCC1)c1ccc(cc1)C. The result is 0 (inactive). (3) The molecule is O=C(NCCCc1ccccc1)c1c(O)cccc1. The result is 0 (inactive). (4) The drug is O=C(N1CCN(CC1)c1ccccc1)c1c2c(nc(c1)c1cccnc1)c(c(cc2)C)C. The result is 0 (inactive). (5) The drug is Clc1c(NC(=O)CN(C(=O)COC(=O)c2nccnc2)C)cccc1. The result is 0 (inactive). (6) The molecule is O=C1N(C(=O)NC21CCCc1c2cccc1)CC(=O)c1c(OC)cc(OC)cc1. The result is 0 (inactive). (7) The molecule is S(=O)(=O)(N(C)C)c1cc2n(OCc3c4c(oc(=O)c3)cc(cc4)CC)nnc2cc1. The result is 0 (inactive). (8) The molecule is s1c(nc(c1)C(=O)NNC(=O)C)c1nc(sc1)C. The result is 0 (inactive).